This data is from Forward reaction prediction with 1.9M reactions from USPTO patents (1976-2016). The task is: Predict the product of the given reaction. (1) The product is: [NH2:5][C:6]1[NH:7][C:8]([C:19]#[N:20])=[CH:9][C:10]=1[C:11]1[CH:16]=[CH:15][C:14]([Cl:17])=[CH:13][C:12]=1[Cl:18]. Given the reactants C[Si]([N:5]([Si](C)(C)C)[C:6]1[NH:7][C:8]([C:19]#[N:20])=[CH:9][C:10]=1[C:11]1[CH:16]=[CH:15][C:14]([Cl:17])=[CH:13][C:12]=1[Cl:18])(C)C.Cl, predict the reaction product. (2) Given the reactants [CH2:1](OC(=O)C1C=C(OC(F)(F)F)C(CN2CC[C@@H](N(C(OC(C)(C)C)=O)C)C2)=CC=1[N+]([O-])=O)C.C(OC(N1CCN(CC2C=C(N)C(C(OCC)=O)=CC=2OC(F)(F)F)CC1)=O)(C)(C)C.C(OC(N1CCN(CC2C=C(N)C(C(O)=O)=CC=2OC(F)(F)F)CC1)=O)(C)(C)C.[C:95]([O:99][C:100]([N:102]1[CH2:107][CH2:106][N:105]([CH2:108][C:109]2[CH:114]=[C:113]([NH2:115])[C:112]([C:116](=[O:131])[NH:117][CH2:118][C:119]3[CH:124]=[C:123]([Cl:125])[CH:122]=[CH:121][C:120]=3[S:126]([CH2:129][CH3:130])(=[O:128])=[O:127])=[CH:111][C:110]=2[O:132][C:133]([F:136])([F:135])[F:134])[CH2:104][CH2:103]1)=[O:101])([CH3:98])([CH3:97])[CH3:96].C1C=CC2N(O)N=NC=2C=1, predict the reaction product. The product is: [C:95]([O:99][C:100](=[O:101])[N:102]([C@@H:103]1[CH2:1][CH2:106][N:105]([CH2:108][C:109]2[CH:114]=[C:113]([NH2:115])[C:112]([C:116](=[O:131])[NH:117][CH2:118][C:119]3[CH:124]=[C:123]([Cl:125])[CH:122]=[CH:121][C:120]=3[S:126]([CH2:129][CH3:130])(=[O:127])=[O:128])=[CH:111][C:110]=2[O:132][C:133]([F:135])([F:136])[F:134])[CH2:104]1)[CH3:107])([CH3:97])([CH3:98])[CH3:96]. (3) Given the reactants [Cl:1][CH2:2][C:3](Cl)=[O:4].Cl.[NH2:7][CH:8]1[CH2:17][CH2:16][C:15]2[C:10](=[CH:11][CH:12]=[CH:13][CH:14]=2)[C:9]1=[O:18].C(N(CC)CC)C, predict the reaction product. The product is: [Cl:1][CH2:2][C:3]([NH:7][CH:8]1[CH2:17][CH2:16][C:15]2[C:10](=[CH:11][CH:12]=[CH:13][CH:14]=2)[C:9]1=[O:18])=[O:4]. (4) Given the reactants [N:1]1([CH2:8][CH2:9][O:10][C:11]2[CH:50]=[CH:49][C:14]([CH2:15][NH:16][C:17]3[CH:22]=[C:21]([O:23][Si:24]([C:27]([CH3:30])([CH3:29])[CH3:28])([CH3:26])[CH3:25])[CH:20]=[CH:19][C:18]=3[CH:31]3[CH2:40][CH2:39][C:38]4[C:33](=[CH:34][CH:35]=[C:36]([O:41][Si:42]([C:45]([CH3:48])([CH3:47])[CH3:46])([CH3:44])[CH3:43])[CH:37]=4)[CH2:32]3)=[CH:13][CH:12]=2)[CH2:7][CH2:6][CH2:5][CH2:4][CH2:3][CH2:2]1.[F:51][C:52]([F:63])([F:62])[C:53](O[C:53](=O)[C:52]([F:63])([F:62])[F:51])=O, predict the reaction product. The product is: [N:1]1([CH2:8][CH2:9][O:10][C:11]2[CH:12]=[CH:13][C:14]([CH2:15][N:16]([C:17]3[CH:22]=[C:21]([O:23][Si:24]([C:27]([CH3:30])([CH3:29])[CH3:28])([CH3:26])[CH3:25])[CH:20]=[CH:19][C:18]=3[CH:31]3[CH2:40][CH2:39][C:38]4[C:33](=[CH:34][CH:35]=[C:36]([O:41][Si:42]([C:45]([CH3:48])([CH3:47])[CH3:46])([CH3:44])[CH3:43])[CH:37]=4)[CH2:32]3)[CH2:53][C:52]([F:63])([F:62])[F:51])=[CH:49][CH:50]=2)[CH2:7][CH2:6][CH2:5][CH2:4][CH2:3][CH2:2]1.